From a dataset of Experimentally validated miRNA-target interactions with 360,000+ pairs, plus equal number of negative samples. Binary Classification. Given a miRNA mature sequence and a target amino acid sequence, predict their likelihood of interaction. The miRNA is hsa-miR-3144-3p with sequence AUAUACCUGUUCGGUCUCUUUA. The protein sequence of the target gene is MWCASPVAVVAFCAGLLVSHPVLTQGQEAGGRPGADCEVCKEFLNRFYKSLIDRGVNFSLDTIEKELISFCLDTKGKENRLCYYLGATKDAATKILSEVTRPMSVHMPAMKICEKLKKLDSQICELKYEKTLDLASVDLRKMRVAELKQILHSWGEECRACAEKTDYVNLIQELAPKYAATHPKTEL. Result: 0 (no interaction).